From a dataset of Full USPTO retrosynthesis dataset with 1.9M reactions from patents (1976-2016). Predict the reactants needed to synthesize the given product. (1) Given the product [O:21]1[CH2:25][CH2:24][CH:23]([CH2:26][NH:27][C:17]([C:14]2[CH:13]=[C:12]([CH2:11][CH2:10][CH2:9][C:4]3[CH:5]=[CH:6][C:7]([Cl:8])=[C:2]([Cl:1])[CH:3]=3)[O:16][N:15]=2)=[O:19])[CH2:22]1, predict the reactants needed to synthesize it. The reactants are: [Cl:1][C:2]1[CH:3]=[C:4]([CH2:9][CH2:10][CH2:11][C:12]2[O:16][N:15]=[C:14]([C:17]([OH:19])=O)[CH:13]=2)[CH:5]=[CH:6][C:7]=1[Cl:8].Cl.[O:21]1[CH2:25][CH2:24][CH:23]([CH2:26][NH2:27])[CH2:22]1.C(N(CC)CC)C.ON1C2C=CC=CC=2N=N1.Cl.C(N=C=NCCCN(C)C)C. (2) The reactants are: [F:1][C:2]([F:8])([F:7])[S:3]([O-:6])(=[O:5])=[O:4].F[C:10]1[CH:15]=[CH:14][C:13]([S+:16]([C:23]2[CH:28]=[CH:27][CH:26]=[CH:25][CH:24]=2)[C:17]2[CH:22]=[CH:21][CH:20]=[CH:19][CH:18]=2)=[CH:12][CH:11]=1.[OH-].[Na+].[CH:31]1([SH:37])[CH2:36][CH2:35][CH2:34][CH2:33][CH2:32]1. Given the product [F:1][C:2]([F:8])([F:7])[S:3]([O-:6])(=[O:5])=[O:4].[CH:31]1([S:37][C:10]2[CH:15]=[CH:14][C:13]([S+:16]([C:23]3[CH:28]=[CH:27][CH:26]=[CH:25][CH:24]=3)[C:17]3[CH:22]=[CH:21][CH:20]=[CH:19][CH:18]=3)=[CH:12][CH:11]=2)[CH2:36][CH2:35][CH2:34][CH2:33][CH2:32]1, predict the reactants needed to synthesize it. (3) Given the product [Br:1][C:2]1[CH:11]=[CH:10][C:9]2[N:8]=[CH:7][C:6]3[N:12]([C:31]([CH:28]4[CH2:30][CH2:29]4)=[O:32])[CH2:13][CH2:14][O:15][C:5]=3[C:4]=2[CH:3]=1, predict the reactants needed to synthesize it. The reactants are: [Br:1][C:2]1[CH:11]=[CH:10][C:9]2[N:8]=[CH:7][C:6]3[NH:12][CH2:13][CH2:14][O:15][C:5]=3[C:4]=2[CH:3]=1.C(N(C(C)C)C(C)C)C.ClCCl.[CH:28]1([C:31](Cl)=[O:32])[CH2:30][CH2:29]1. (4) Given the product [C:21]([C:8]1[C:9](=[O:20])[N:10]2[C:14](=[CH:15][C:7]=1[CH2:6][C:23]([O:24][CH2:25][CH3:26])=[O:27])[C:13]1([O:19][CH2:18][CH2:17][O:16]1)[CH2:12][CH2:11]2)#[N:22], predict the reactants needed to synthesize it. The reactants are: [OH-].[Na+].C(O)C.[CH3:6][C:7]1[CH:15]=[C:14]2[N:10]([CH2:11][CH2:12][C:13]32[O:19][CH2:18][CH2:17][O:16]3)[C:9](=[O:20])[C:8]=1[C:21]#[N:22].[C:23](=O)([O:27]CC)[O:24][CH2:25][CH3:26].